This data is from Forward reaction prediction with 1.9M reactions from USPTO patents (1976-2016). The task is: Predict the product of the given reaction. (1) Given the reactants [CH2:1]([O:3][C:4]1[C:8]([CH2:9][CH2:10][CH2:11][O:12][C:13]2[CH:18]=[CH:17][C:16]([CH2:19][CH2:20][C:21]([O:23]CC)=[O:22])=[CH:15][C:14]=2[OH:26])=[CH:7][N:6]([C:27]2[CH:32]=[CH:31][C:30]([C:33]([F:36])([F:35])[F:34])=[CH:29][N:28]=2)[N:5]=1)[CH3:2].[OH-].[Na+].O1CCCC1.Cl, predict the reaction product. The product is: [CH2:1]([O:3][C:4]1[C:8]([CH2:9][CH2:10][CH2:11][O:12][C:13]2[CH:18]=[CH:17][C:16]([CH2:19][CH2:20][C:21]([OH:23])=[O:22])=[CH:15][C:14]=2[OH:26])=[CH:7][N:6]([C:27]2[CH:32]=[CH:31][C:30]([C:33]([F:34])([F:36])[F:35])=[CH:29][N:28]=2)[N:5]=1)[CH3:2]. (2) Given the reactants C([N:8]1[CH2:13][CH2:12][N:11]([CH2:14][CH2:15][CH2:16][CH2:17][NH:18][C:19]([CH:21]2[CH2:26][CH2:25][CH2:24][CH2:23][CH2:22]2)=[O:20])[CH2:10][CH2:9]1)C1C=CC=CC=1, predict the reaction product. The product is: [N:11]1([CH2:14][CH2:15][CH2:16][CH2:17][NH:18][C:19]([CH:21]2[CH2:26][CH2:25][CH2:24][CH2:23][CH2:22]2)=[O:20])[CH2:12][CH2:13][NH:8][CH2:9][CH2:10]1. (3) Given the reactants [CH:1]1([N:4]2[C:13]3[C:8](=[CH:9][CH:10]=[CH:11][CH:12]=3)[N:7]([C:14](=[O:19])[C:15]([OH:18])([CH3:17])[CH3:16])[CH2:6][CH2:5]2)[CH2:3][CH2:2]1.[H-].[Na+].Br[CH2:23][C:24]1[CH:29]=[C:28]([Cl:30])[CH:27]=[CH:26][C:25]=1[Cl:31], predict the reaction product. The product is: [CH:1]1([N:4]2[C:13]3[C:8](=[CH:9][CH:10]=[CH:11][CH:12]=3)[N:7]([C:14](=[O:19])[C:15]([O:18][CH2:23][C:24]3[CH:29]=[C:28]([Cl:30])[CH:27]=[CH:26][C:25]=3[Cl:31])([CH3:16])[CH3:17])[CH2:6][CH2:5]2)[CH2:2][CH2:3]1. (4) Given the reactants [Cl:1][C:2]1[CH:7]=[CH:6][C:5]([C:8]([CH3:13])([CH3:12])[C:9]([OH:11])=O)=[CH:4][CH:3]=1.C(Cl)(=O)[C:15]([Cl:17])=O, predict the reaction product. The product is: [Cl:17][CH2:15][C:9](=[O:11])[C:8]([C:5]1[CH:4]=[CH:3][C:2]([Cl:1])=[CH:7][CH:6]=1)([CH3:13])[CH3:12]. (5) Given the reactants [NH2:1][C:2]1[S:3][C:4]([C:30]2[CH:35]=[CH:34][N:33]=[CH:32][CH:31]=2)=[C:5]([C:7]2[C:8]([F:29])=[C:9]([N:14]([CH2:26][O:27][CH3:28])[S:15]([C:18]3[CH:23]=[C:22]([F:24])[CH:21]=[CH:20][C:19]=3[F:25])(=[O:17])=[O:16])[CH:10]=[CH:11][C:12]=2[F:13])[N:6]=1.[CH2:36]([N:38]=[C:39]=[O:40])[CH3:37], predict the reaction product. The product is: [CH2:36]([NH:38][C:39]([NH:1][C:2]1[S:3][C:4]([C:30]2[CH:31]=[CH:32][N:33]=[CH:34][CH:35]=2)=[C:5]([C:7]2[C:8]([F:29])=[C:9]([N:14]([CH2:26][O:27][CH3:28])[S:15]([C:18]3[CH:23]=[C:22]([F:24])[CH:21]=[CH:20][C:19]=3[F:25])(=[O:17])=[O:16])[CH:10]=[CH:11][C:12]=2[F:13])[N:6]=1)=[O:40])[CH3:37]. (6) Given the reactants [Br-].[CH2:2]([N+:4]1[CH:9]=[CH:8][CH:7]=[CH:6][CH:5]=1)[CH3:3].[S:10]([O:15]C)([O:13][CH3:14])(=[O:12])=[O:11], predict the reaction product. The product is: [CH3:14][O:13][S:10]([O-:15])(=[O:12])=[O:11].[CH2:2]([N+:4]1[CH:9]=[CH:8][CH:7]=[CH:6][CH:5]=1)[CH3:3]. (7) Given the reactants [N:1]([C@:4]12[CH2:30][CH2:29][C@@H:28]([C:31]([CH3:33])=[CH2:32])[C@@H:5]1[C@@H:6]1[C@@:19]([CH3:22])([CH2:20][CH2:21]2)[C@@:18]2([CH3:23])[C@@H:9]([C@:10]3([CH3:27])[C@@H:15]([CH2:16][CH2:17]2)[C:14]([CH3:25])([CH3:24])[C:13](=[O:26])[CH2:12][CH2:11]3)[CH2:8][CH2:7]1)=C=O.[ClH:34], predict the reaction product. The product is: [Cl-:34].[CH3:22][C@:19]12[C@@:18]3([CH3:23])[C@@H:9]([C@:10]4([CH3:27])[C@@H:15]([CH2:16][CH2:17]3)[C:14]([CH3:24])([CH3:25])[C:13](=[O:26])[CH2:12][CH2:11]4)[CH2:8][CH2:7][C@@H:6]1[C@H:5]1[C@H:28]([C:31]([CH3:33])=[CH2:32])[CH2:29][CH2:30][C@:4]1([NH3+:1])[CH2:21][CH2:20]2. (8) The product is: [Cl:49][C:50]1[CH:63]=[CH:62][C:53]2[NH:54][C:55]([C@@H:57]([NH:61][C:5](=[O:7])[C:4]3[CH:8]=[CH:9][C:10]([C:11]([N:13]4[CH2:17][CH2:16][CH2:15][CH2:14]4)=[O:12])=[C:2]([CH3:1])[CH:3]=3)[CH2:58][C:59]#[CH:60])=[N:56][C:52]=2[CH:51]=1. Given the reactants [CH3:1][C:2]1[CH:3]=[C:4]([CH:8]=[CH:9][C:10]=1[C:11]([N:13]1[CH2:17][CH2:16][CH2:15][CH2:14]1)=[O:12])[C:5]([OH:7])=O.CN(C(ON1N=NC2C=CC=CC1=2)=[N+](C)C)C.[B-](F)(F)(F)F.C(N(C(C)C)CC)(C)C.[Cl:49][C:50]1[CH:63]=[CH:62][C:53]2[NH:54][C:55]([C@@H:57]([NH2:61])[CH2:58][C:59]#[CH:60])=[N:56][C:52]=2[CH:51]=1.ClCl, predict the reaction product. (9) The product is: [F:21][C:15]1[CH:16]=[C:17]([F:20])[CH:18]=[CH:19][C:14]=1[CH2:13][N:12]1[C:7]([C:5]2[S:6][C:2]([C:34]3[CH:33]=[N:32][C:31]([S:30][CH3:29])=[CH:36][CH:35]=3)=[CH:3][CH:4]=2)=[CH:8][C:9]([C:25]([F:28])([F:27])[F:26])=[C:10]([C:23]#[N:24])[C:11]1=[O:22]. Given the reactants Br[C:2]1[S:6][C:5]([C:7]2[N:12]([CH2:13][C:14]3[CH:19]=[CH:18][C:17]([F:20])=[CH:16][C:15]=3[F:21])[C:11](=[O:22])[C:10]([C:23]#[N:24])=[C:9]([C:25]([F:28])([F:27])[F:26])[CH:8]=2)=[CH:4][CH:3]=1.[CH3:29][S:30][C:31]1[CH:36]=[CH:35][C:34](B2OC(C)(C)C(C)(C)O2)=[CH:33][N:32]=1.C(=O)([O-])[O-].[K+].[K+], predict the reaction product.